Dataset: Drug-induced liver injury (DILI) classification data. Task: Regression/Classification. Given a drug SMILES string, predict its toxicity properties. Task type varies by dataset: regression for continuous values (e.g., LD50, hERG inhibition percentage) or binary classification for toxic/non-toxic outcomes (e.g., AMES mutagenicity, cardiotoxicity, hepatotoxicity). Dataset: dili. (1) The result is 0 (no liver injury). The compound is CN(C)CCCC1(c2ccc(F)cc2)OCc2cc(C#N)ccc21. (2) The molecule is CN1CCC23c4c5ccc(O)c4OC2C(=O)CCC3C1C5. The result is 0 (no liver injury). (3) The drug is C[N+]1(C)C2CCC1CC(OC(=O)C(O)c1ccccc1)C2.[Br-]. The result is 0 (no liver injury). (4) The compound is CC(=O)N1CCN(c2ccc(OCC3COC(Cn4ccnc4)(c4ccc(Cl)cc4Cl)O3)cc2)CC1. The result is 1 (causes liver injury). (5) The compound is CC(C)OC(=O)C(C)(C)Oc1ccc(C(=O)c2ccc(Cl)cc2)cc1. The result is 1 (causes liver injury). (6) The result is 0 (no liver injury). The molecule is CCC1(O)CC2CN(CCc3c([nH]c4ccccc34)C(C(=O)OC)(c3cc4c(cc3OC)N(C)C3C(O)(C(=O)OC)C(OC(C)=O)C5(CC)C=CCN6CCC43C65)C2)C1. (7) The compound is CC(C)Cc1ccc(CC(=O)O)cc1. The result is 1 (causes liver injury).